This data is from Catalyst prediction with 721,799 reactions and 888 catalyst types from USPTO. The task is: Predict which catalyst facilitates the given reaction. (1) Reactant: C(OC([N:11]1[CH2:16][CH2:15][N:14]([C:17](=[O:35])[CH2:18][C@@H:19]([NH:27][C:28]([O:30][C:31]([CH3:34])([CH3:33])[CH3:32])=[O:29])[C:20]2[CH:25]=[CH:24][C:23]([F:26])=[CH:22][CH:21]=2)[CH2:13][CH2:12]1)=O)C1C=CC=CC=1.C(Cl)(Cl)Cl. Product: [C:31]([O:30][C:28](=[O:29])[NH:27][C@@H:19]([C:20]1[CH:21]=[CH:22][C:23]([F:26])=[CH:24][CH:25]=1)[CH2:18][C:17](=[O:35])[N:14]1[CH2:15][CH2:16][NH:11][CH2:12][CH2:13]1)([CH3:34])([CH3:32])[CH3:33]. The catalyst class is: 29. (2) Reactant: [Cl:1][C:2]1[CH:11]=[C:10]([Cl:12])[CH:9]=[C:8]2[C:3]=1[C:4](=O)[CH:5]=[C:6]([C:13]([O:15][CH2:16][CH3:17])=[O:14])[NH:7]2.ClS([N:23]=C=O)(=O)=O.Cl. The catalyst class is: 382. Product: [NH2:23][C:4]1[C:3]2[C:8](=[CH:9][C:10]([Cl:12])=[CH:11][C:2]=2[Cl:1])[N:7]=[C:6]([C:13]([O:15][CH2:16][CH3:17])=[O:14])[CH:5]=1. (3) Reactant: [C:1]1([C:7]2([C:20]3[CH:25]=[CH:24][CH:23]=[CH:22][CH:21]=3)[O:11][C:10]3[CH:12]=[CH:13][C:14]([S:16](Cl)(=[O:18])=[O:17])=[CH:15][C:9]=3[O:8]2)[CH:6]=[CH:5][CH:4]=[CH:3][CH:2]=1.O.[C:27](#[N:29])[CH3:28].O. Product: [CH2:7]([CH:20]1[CH2:21][CH2:22][N:29]([S:16]([C:14]2[CH:13]=[CH:12][C:10]3[O:11][C:7]([C:20]4[CH:25]=[CH:24][CH:23]=[CH:22][CH:21]=4)([C:1]4[CH:6]=[CH:5][CH:4]=[CH:3][CH:2]=4)[O:8][C:9]=3[CH:15]=2)(=[O:18])=[O:17])[CH2:27][CH2:28]1)[C:1]1[CH:6]=[CH:5][CH:4]=[CH:3][CH:2]=1. The catalyst class is: 17.